Dataset: Full USPTO retrosynthesis dataset with 1.9M reactions from patents (1976-2016). Task: Predict the reactants needed to synthesize the given product. (1) Given the product [CH3:18][NH:17][C:15]1[C:16]2=[C:8]([C:3]3[CH:4]=[N:5][N:6]([CH3:7])[C:2]=3[C:25]3[CH:26]=[CH:27][C:22]([C:21]([F:32])([F:31])[F:20])=[CH:23][CH:24]=3)[N:9]=[C:10]([CH3:19])[N:11]2[N:12]=[CH:13][N:14]=1, predict the reactants needed to synthesize it. The reactants are: Br[C:2]1[N:6]([CH3:7])[N:5]=[CH:4][C:3]=1[C:8]1[N:9]=[C:10]([CH3:19])[N:11]2[C:16]=1[C:15]([NH:17][CH3:18])=[N:14][CH:13]=[N:12]2.[F:20][C:21]([F:32])([F:31])[C:22]1[CH:27]=[CH:26][C:25](B(O)O)=[CH:24][CH:23]=1.C(=O)([O-])[O-].[Na+].[Na+]. (2) Given the product [Cl:1][C:2]1[CH:3]=[C:4]([C:9]2[N:13]([C:14]3[CH:19]=[CH:18][CH:17]=[C:16]([Cl:20])[N:15]=3)[N:12]=[C:11]([C:21]([N:45]3[CH2:49][C:48](=[O:50])[NH:47][CH2:46]3)=[O:22])[CH:10]=2)[CH:5]=[C:6]([F:8])[CH:7]=1, predict the reactants needed to synthesize it. The reactants are: [Cl:1][C:2]1[CH:3]=[C:4]([C:9]2[N:13]([C:14]3[CH:19]=[CH:18][CH:17]=[C:16]([Cl:20])[N:15]=3)[N:12]=[C:11]([C:21](O)=[O:22])[CH:10]=2)[CH:5]=[C:6]([F:8])[CH:7]=1.ClC1C=C(C2N(C3C=CC=CN=3)N=C(C([N:45]3[CH2:49][C:48](=[O:50])[NH:47][CH2:46]3)=O)C=2)C=C(F)C=1.Cl.N1C=CNC1=O. (3) Given the product [F:21][CH:22]([F:26])[C:23]([N:19]([C:14]1[CH:13]=[C:12]2[C:17]([CH:18]=[C:10]([C:3]3[C:4]([O:8][CH3:9])=[N:5][CH:6]=[CH:7][C:2]=3[I:1])[NH:11]2)=[CH:16][CH:15]=1)[CH3:20])=[O:24], predict the reactants needed to synthesize it. The reactants are: [I:1][C:2]1[CH:7]=[CH:6][N:5]=[C:4]([O:8][CH3:9])[C:3]=1[C:10]1[NH:11][C:12]2[C:17]([CH:18]=1)=[CH:16][CH:15]=[C:14]([NH:19][CH3:20])[CH:13]=2.[F:21][CH:22]([F:26])[C:23](O)=[O:24].CN(C(ON1N=NC2C=CC=NC1=2)=[N+](C)C)C.F[P-](F)(F)(F)(F)F.O. (4) Given the product [Cl:1][C:2]1[CH:3]=[N:4][C:5]2[CH:6]=[CH:7][C:8](=[O:31])[N:9]3[CH2:13][C:12](=[CH2:29])[C:11]=1[C:10]=23, predict the reactants needed to synthesize it. The reactants are: [Cl:1][C:2]1[CH:3]=[N:4][C:5]2[C:10]([C:11]=1[CH:12]([CH2:29]O)[CH2:13]N1CC[C@H](NC(=O)OC(C)(C)C)[C@H](O)C1)=[N:9][C:8]([O:31]C)=[CH:7][CH:6]=2.C(N(C(C)C)CC)(C)C.C1(C)C=CC(S(OS(C2C=CC(C)=CC=2)(=O)=O)(=O)=O)=CC=1. (5) Given the product [F:12][CH2:11][O:14][C:15]1[CH:16]=[CH:17][C:18]([C:21]([O:23][CH3:24])=[O:22])=[N:19][CH:20]=1, predict the reactants needed to synthesize it. The reactants are: C1(C)C=CC(S(O[CH2:11][F:12])(=O)=O)=CC=1.[OH:14][C:15]1[CH:16]=[CH:17][C:18]([C:21]([O:23][CH3:24])=[O:22])=[N:19][CH:20]=1.C(=O)([O-])[O-].[Cs+].[Cs+].[Cl-].[NH4+]. (6) Given the product [CH3:31][C:5]([S:22]([C:25]1[CH:29]=[CH:28][O:27][C:26]=1[CH3:30])(=[O:24])=[O:23])([CH2:6][C:7]1[CH:12]=[CH:11][C:10]([O:13][CH2:14][CH2:15][N:16]2[CH2:17][CH2:18][CH2:19][CH2:20][CH2:21]2)=[CH:9][CH:8]=1)[C:4]([OH:32])=[O:3], predict the reactants needed to synthesize it. The reactants are: C([O:3][C:4](=[O:32])[C:5]([CH3:31])([S:22]([C:25]1[CH:29]=[CH:28][O:27][C:26]=1[CH3:30])(=[O:24])=[O:23])[CH2:6][C:7]1[CH:12]=[CH:11][C:10]([O:13][CH2:14][CH2:15][N:16]2[CH2:21][CH2:20][CH2:19][CH2:18][CH2:17]2)=[CH:9][CH:8]=1)C. (7) Given the product [Cl:35][C:9]1[CH:10]=[C:11]2[N:16]=[C:15]([O:17][C@H:18]3[C@H:22]4[O:23][CH2:24][C@@H:25]([OH:26])[C@H:21]4[O:20][CH2:19]3)[N:14]([CH2:27][O:28][CH2:29][CH2:30][Si:31]([CH3:34])([CH3:33])[CH3:32])[C:12]2=[N:13][C:8]=1[C:5]1[CH:6]=[CH:7][C:2]([N:48]2[C:49](=[O:51])[CH2:50][S:45](=[N:44][CH3:43])[CH2:46][CH2:47]2)=[CH:3][CH:4]=1, predict the reactants needed to synthesize it. The reactants are: Br[C:2]1[CH:7]=[CH:6][C:5]([C:8]2[N:13]=[C:12]3[N:14]([CH2:27][O:28][CH2:29][CH2:30][Si:31]([CH3:34])([CH3:33])[CH3:32])[C:15]([O:17][C@H:18]4[C@H:22]5[O:23][CH2:24][C@@H:25]([OH:26])[C@H:21]5[O:20][CH2:19]4)=[N:16][C:11]3=[CH:10][C:9]=2[Cl:35])=[CH:4][CH:3]=1.FC(F)(F)C(O)=O.[CH3:43][N:44]=[S:45]1[CH2:50][C:49](=[O:51])[NH:48][CH2:47][CH2:46]1.